This data is from Full USPTO retrosynthesis dataset with 1.9M reactions from patents (1976-2016). The task is: Predict the reactants needed to synthesize the given product. (1) Given the product [C:1]1([CH2:7][CH2:8][CH2:9][CH2:10][C:11]2[O:12][C:13]3[C:22]4[CH:21]([CH2:23][CH2:24][NH:25][C:26](=[O:29])[CH2:27][CH3:28])[CH2:20][CH2:19][C:18]=4[CH:17]=[CH:16][C:14]=3[N:15]=2)[CH:6]=[CH:5][CH:4]=[CH:3][CH:2]=1, predict the reactants needed to synthesize it. The reactants are: [C:1]1([CH2:7][CH2:8][CH2:9][CH2:10][C:11]2[O:12][C:13]3[C:22]4[C:21](=[CH:23][CH2:24][NH:25][C:26](=[O:29])[CH2:27][CH3:28])[CH2:20][CH2:19][C:18]=4[CH:17]=[CH:16][C:14]=3[N:15]=2)[CH:6]=[CH:5][CH:4]=[CH:3][CH:2]=1. (2) Given the product [C:1]1([C:25]2[CH:30]=[CH:29][CH:28]=[CH:27][CH:26]=2)[CH:2]=[CH:3][C:4]([CH:7]([C:9]2[C:10]([CH3:24])=[N:11][N:12]([C:15]3[CH:22]=[CH:21][C:18]([C:19]#[N:20])=[CH:17][CH:16]=3)[C:13]=2[CH3:14])[CH3:8])=[CH:5][CH:6]=1.[C:1]1([C:25]2[CH:30]=[CH:29][CH:28]=[CH:27][CH:26]=2)[CH:2]=[CH:3][C:4]([CH:7]([C:9]2[C:10]([CH3:24])=[N:11][N:12]([C:15]3[CH:22]=[CH:21][C:18]([C:19]#[N:20])=[C:17]([Cl:23])[CH:16]=3)[C:13]=2[CH3:14])[CH3:8])=[CH:5][CH:6]=1, predict the reactants needed to synthesize it. The reactants are: [C:1]1([C:25]2[CH:30]=[CH:29][CH:28]=[CH:27][CH:26]=2)[CH:6]=[CH:5][C:4]([C:7]([C:9]2[C:10]([CH3:24])=[N:11][N:12]([C:15]3[CH:22]=[CH:21][C:18]([C:19]#[N:20])=[C:17]([Cl:23])[CH:16]=3)[C:13]=2[CH3:14])=[CH2:8])=[CH:3][CH:2]=1.